This data is from Catalyst prediction with 721,799 reactions and 888 catalyst types from USPTO. The task is: Predict which catalyst facilitates the given reaction. (1) Reactant: C([O:3][C:4](=[O:20])[CH:5]([NH:9][C:10](=[O:19])[C:11]1[CH:16]=[CH:15][C:14]([O:17][CH3:18])=[CH:13][CH:12]=1)[CH2:6][CH:7]=[CH2:8])C.[OH-].[Na+]. Product: [CH3:18][O:17][C:14]1[CH:13]=[CH:12][C:11]([C:10]([NH:9][CH:5]([CH2:6][CH:7]=[CH2:8])[C:4]([OH:20])=[O:3])=[O:19])=[CH:16][CH:15]=1. The catalyst class is: 242. (2) Reactant: [Na+].[OH:2][CH:3]([C:8]1[CH:13]=[CH:12][C:11]([C:14]([N:16]2[CH2:21][CH2:20][N:19]([CH:22]([CH3:24])[CH3:23])[CH2:18][CH2:17]2)=[O:15])=[CH:10][CH:9]=1)S([O-])(=O)=O.[OH-].[Na+]. Product: [CH:22]([N:19]1[CH2:20][CH2:21][N:16]([C:14]([C:11]2[CH:10]=[CH:9][C:8]([CH:3]=[O:2])=[CH:13][CH:12]=2)=[O:15])[CH2:17][CH2:18]1)([CH3:24])[CH3:23]. The catalyst class is: 6. (3) Reactant: [O:1]1[CH2:6][CH2:5][N:4]([CH2:7][C:8]2[CH:13]=[CH:12][C:11]([S:14]([O-:16])=[O:15])=[CH:10][CH:9]=2)[CH2:3][CH2:2]1.[Li+].Cl[CH2:19][C:20]1[N:21]=[C:22]([C:26]2[CH:35]=[CH:34][C:29]([C:30]([O:32][CH3:33])=[O:31])=[CH:28][CH:27]=2)[O:23][C:24]=1[CH3:25].C(=O)([O-])[O-].[K+].[K+]. Product: [CH3:25][C:24]1[O:23][C:22]([C:26]2[CH:35]=[CH:34][C:29]([C:30]([O:32][CH3:33])=[O:31])=[CH:28][CH:27]=2)=[N:21][C:20]=1[CH2:19][S:14]([C:11]1[CH:10]=[CH:9][C:8]([CH2:7][N:4]2[CH2:5][CH2:6][O:1][CH2:2][CH2:3]2)=[CH:13][CH:12]=1)(=[O:16])=[O:15]. The catalyst class is: 9. (4) Reactant: C(O)(=O)C.[C:5]([NH:8][C:9]1[C:10]([F:31])=[CH:11][C:12]([N+:28]([O-])=O)=[C:13]([CH:27]=1)[O:14][C:15]1[CH:26]=[CH:25][CH:24]=[CH:23][C:16]=1[O:17][CH2:18][C:19]([O:21][CH3:22])=[O:20])(=[O:7])[CH3:6]. Product: [C:5]([NH:8][C:9]1[C:10]([F:31])=[CH:11][C:12]([NH2:28])=[C:13]([CH:27]=1)[O:14][C:15]1[CH:26]=[CH:25][CH:24]=[CH:23][C:16]=1[O:17][CH2:18][C:19]([O:21][CH3:22])=[O:20])(=[O:7])[CH3:6]. The catalyst class is: 150. (5) Reactant: [C:1](Cl)(=[O:11])[C:2]1[C:3](=[CH:7][CH:8]=[CH:9][CH:10]=1)[C:4](Cl)=[O:5].[C:13]([O:17][C:18]([N:20]1[CH2:25][CH2:24][C:23]2[N:26]([CH3:37])[C:27]([C:30]3[CH:35]=[CH:34][N:33]=[C:32]([NH2:36])[N:31]=3)=[C:28]([I:29])[C:22]=2[C:21]1=[O:38])=[O:19])([CH3:16])([CH3:15])[CH3:14].N1C=CC=CC=1. Product: [C:13]([O:17][C:18]([N:20]1[CH2:25][CH2:24][C:23]2[N:26]([CH3:37])[C:27]([C:30]3[CH:35]=[CH:34][N:33]=[C:32]([N:36]4[C:4](=[O:5])[C:3]5[C:2](=[CH:10][CH:9]=[CH:8][CH:7]=5)[C:1]4=[O:11])[N:31]=3)=[C:28]([I:29])[C:22]=2[C:21]1=[O:38])=[O:19])([CH3:16])([CH3:15])[CH3:14]. The catalyst class is: 2.